This data is from Forward reaction prediction with 1.9M reactions from USPTO patents (1976-2016). The task is: Predict the product of the given reaction. The product is: [Cl:1][C:2]1[CH:3]=[C:4]([CH:19]=[CH:20][C:21]=1[C:22]([N:33]1[CH2:34][CH2:35][CH2:36][CH:31]([CH2:30][N:25]2[CH2:26][CH2:27][CH2:28][CH2:29]2)[CH2:32]1)=[O:24])[C:5]([NH:7][CH2:8][C:9]1[NH:13][C:12]2[CH:14]=[CH:15][C:16]([Cl:18])=[CH:17][C:11]=2[N:10]=1)=[O:6]. Given the reactants [Cl:1][C:2]1[CH:3]=[C:4]([CH:19]=[CH:20][C:21]=1[C:22]([OH:24])=O)[C:5]([NH:7][CH2:8][C:9]1[NH:13][C:12]2[CH:14]=[CH:15][C:16]([Cl:18])=[CH:17][C:11]=2[N:10]=1)=[O:6].[N:25]1([CH2:30][CH:31]2[CH2:36][CH2:35][CH2:34][NH:33][CH2:32]2)[CH2:29][CH2:28][CH2:27][CH2:26]1.CN(C(ON1N=NC2C=CC=CC1=2)=[N+](C)C)C.[B-](F)(F)(F)F.C(N(CC)CC)C, predict the reaction product.